Dataset: Reaction yield outcomes from USPTO patents with 853,638 reactions. Task: Predict the reaction yield, written as a fraction of the theoretical maximum amount of product (1.0 means a 100% yield; for example, 0.34 means a 34% yield). (1) The product is [NH2:7][CH2:8][CH:9]1[CH2:14][CH2:13][N:12]([CH2:15][C:16]2([OH:22])[CH2:21][CH2:20][O:19][CH2:18][CH2:17]2)[CH2:11][CH2:10]1. The catalyst is CO. The yield is 0.990. The reactants are C(OC(=O)[NH:7][CH2:8][CH:9]1[CH2:14][CH2:13][N:12]([CH2:15][C:16]2([OH:22])[CH2:21][CH2:20][O:19][CH2:18][CH2:17]2)[CH2:11][CH2:10]1)(C)(C)C.Cl.O1CCOCC1. (2) The reactants are [Br:1][C:2]1[CH:7]=[CH:6][C:5]([NH:8][C:9]2[N:14]=[C:13]3[C:15]4[NH:22][N:21]=[C:20]([C:23]([O:25][CH2:26][CH3:27])=[O:24])[C:16]=4[CH2:17][CH2:18][CH2:19][C:12]3=[CH:11][N:10]=2)=[C:4]([O:28][CH3:29])[CH:3]=1.[C:30]([O-])([O-])=O.[Cs+].[Cs+].CI. The catalyst is CN(C=O)C. The product is [Br:1][C:2]1[CH:7]=[CH:6][C:5]([NH:8][C:9]2[N:14]=[C:13]3[C:15]4[C:16](=[C:20]([C:23]([O:25][CH2:26][CH3:27])=[O:24])[N:21]([CH3:30])[N:22]=4)[CH2:17][CH2:18][CH2:19][C:12]3=[CH:11][N:10]=2)=[C:4]([O:28][CH3:29])[CH:3]=1. The yield is 0.250. (3) The yield is 0.560. The catalyst is O. The reactants are S(O)(O)(=O)=O.[CH:6]1[C:22]2[CH2:21][C@H:20]3[N:23]([CH2:25][CH2:26][C@@:12]45[C@H:19]3[CH:18]=[CH:17][C@H:15]([OH:16])[C@@H:13]4[O:14][C:10]([C:11]=25)=[C:8]([OH:9])[CH:7]=1)[CH3:24].C([O-])([O-])=O.[K+].[K+].C(Cl)Cl.Cl. The product is [CH:6]1[C:22]2[CH2:21][C@H:20]3[N:23]([CH2:25][CH2:26][C@@:12]45[C@H:19]3[CH:18]=[CH:17][C@H:15]([OH:16])[C@@H:13]4[O:14][C:10]([C:11]=25)=[C:8]([OH:9])[CH:7]=1)[CH3:24]. (4) The product is [C:1]1([C:9]2[CH:14]=[CH:13][CH:12]=[CH:11][CH:10]=2)[CH:6]=[CH:5][C:4]([CH:7]2[N:15]([C:16]3[N:17]=[N:18][C:19]([CH3:22])=[CH:20][CH:21]=3)[C:26](=[O:25])[C:27]([OH:40])=[C:28]2[C:29](=[O:30])[C:31]2[CH:32]=[CH:33][C:34]([CH:37]([CH3:38])[CH3:39])=[CH:35][CH:36]=2)=[CH:3][CH:2]=1. No catalyst specified. The yield is 0.370. The reactants are [C:1]1([C:9]2[CH:14]=[CH:13][CH:12]=[CH:11][CH:10]=2)[CH:6]=[CH:5][C:4]([CH:7]=O)=[CH:3][CH:2]=1.[NH2:15][C:16]1[N:17]=[N:18][C:19]([CH3:22])=[CH:20][CH:21]=1.C([O:25][C:26](=O)[C:27]([OH:40])=[CH:28][C:29]([C:31]1[CH:36]=[CH:35][C:34]([CH:37]([CH3:39])[CH3:38])=[CH:33][CH:32]=1)=[O:30])C.